This data is from Forward reaction prediction with 1.9M reactions from USPTO patents (1976-2016). The task is: Predict the product of the given reaction. Given the reactants [CH3:1][O:2][C:3]1[CH:13]=[CH:12][C:6]([CH:7]([OH:11])[C:8]([OH:10])=[O:9])=[CH:5][CH:4]=1.[C:14](OC(=O)C)(=[O:16])[CH3:15].CCN(CC)CC, predict the reaction product. The product is: [C:14]([O:11][CH:7]([C:6]1[CH:5]=[CH:4][C:3]([O:2][CH3:1])=[CH:13][CH:12]=1)[C:8]([OH:10])=[O:9])(=[O:16])[CH3:15].